From a dataset of Forward reaction prediction with 1.9M reactions from USPTO patents (1976-2016). Predict the product of the given reaction. (1) Given the reactants C([O:3][C:4]([CH:6]1[CH2:11][CH2:10][N:9]([CH3:12])[CH2:8][CH2:7]1)=O)C.[H-].[H-].[H-].[H-].[Li+].[Al+3].O, predict the reaction product. The product is: [CH3:12][N:9]1[CH2:10][CH2:11][CH:6]([CH2:4][OH:3])[CH2:7][CH2:8]1. (2) Given the reactants [CH:1]([N:4]1[CH:12]=[N:11][C:10]2[C:5]1=[N:6][C:7]([CH:20]1[CH2:25][CH2:24][CH2:23][N:22](C(OC(C)(C)C)=O)[CH2:21]1)=[N:8][C:9]=2[NH:13][C:14]1[CH:15]=[N:16][N:17]([CH3:19])[CH:18]=1)([CH3:3])[CH3:2].C(O)(C(F)(F)F)=O, predict the reaction product. The product is: [CH:1]([N:4]1[CH:12]=[N:11][C:10]2[C:5]1=[N:6][C:7]([CH:20]1[CH2:25][CH2:24][CH2:23][NH:22][CH2:21]1)=[N:8][C:9]=2[NH:13][C:14]1[CH:15]=[N:16][N:17]([CH3:19])[CH:18]=1)([CH3:3])[CH3:2]. (3) Given the reactants [CH3:1][C:2]1[CH:6]=[C:5]([CH3:7])[NH:4][C:3]=1[CH:8]=[C:9]1[C:17]2[C:12](=[CH:13][CH:14]=[C:15]([CH2:18][N:19]3[CH2:23][CH2:22][O:21][C:20]3=[O:24])[CH:16]=2)[NH:11][C:10]1=[O:25].[NH:26]1[CH2:31][CH2:30][O:29][CH2:28][CH2:27]1.[CH2:32]=O.[ClH:34], predict the reaction product. The product is: [ClH:34].[CH3:1][C:2]1[C:6]([CH2:32][N:26]2[CH2:31][CH2:30][O:29][CH2:28][CH2:27]2)=[C:5]([CH3:7])[NH:4][C:3]=1[CH:8]=[C:9]1[C:17]2[C:12](=[CH:13][CH:14]=[C:15]([CH2:18][N:19]3[CH2:23][CH2:22][O:21][C:20]3=[O:24])[CH:16]=2)[NH:11][C:10]1=[O:25].